Dataset: Reaction yield outcomes from USPTO patents with 853,638 reactions. Task: Predict the reaction yield, written as a fraction of the theoretical maximum amount of product (1.0 means a 100% yield; for example, 0.34 means a 34% yield). (1) The reactants are [CH3:1][NH:2][N:3]=[CH:4][C:5](=[O:7])[CH3:6].[CH2:8]([C:14]1[CH:19]=[CH:18][C:17]([C:20](=O)[CH:21]=[O:22])=[CH:16][CH:15]=1)[CH2:9][CH2:10][CH2:11][CH2:12][CH3:13].C(Cl)(Cl)Cl.CCCCCC.C(OCC)(=O)C. The catalyst is C(O)(=O)C. The product is [CH2:8]([C:14]1[CH:19]=[CH:18][C:17]([C:20]2[N:2]([CH3:1])[N:3]=[C:4]([C:5](=[O:7])[CH3:6])[C:21]=2[OH:22])=[CH:16][CH:15]=1)[CH2:9][CH2:10][CH2:11][CH2:12][CH3:13]. The yield is 0.0600. (2) The reactants are Cl[CH2:2][CH2:3][CH2:4]/[C:5](=[N:13]\[S@:14]([C:16]([CH3:19])([CH3:18])[CH3:17])=[O:15])/[C:6]1[CH:11]=[CH:10][C:9]([OH:12])=[CH:8][CH:7]=1.CC(C[AlH]CC(C)C)C.[Li+].C[Si]([N-][Si](C)(C)C)(C)C. The catalyst is CO. The product is [CH3:17][C:16]([S@@:14]([N:13]1[CH2:2][CH2:3][CH2:4][C@H:5]1[C:6]1[CH:11]=[CH:10][C:9]([OH:12])=[CH:8][CH:7]=1)=[O:15])([CH3:19])[CH3:18]. The yield is 0.940. (3) The reactants are Br[C:2]1[CH:14]=[CH:13][C:5]([C:6]([O:8][C:9]([CH3:12])([CH3:11])[CH3:10])=[O:7])=[C:4]([Cl:15])[CH:3]=1.C([O-])([O-])=O.[K+].[K+].[C:22]1(C)C=CC=C[CH:23]=1. The catalyst is C1C=CC([P]([Pd]([P](C2C=CC=CC=2)(C2C=CC=CC=2)C2C=CC=CC=2)([P](C2C=CC=CC=2)(C2C=CC=CC=2)C2C=CC=CC=2)[P](C2C=CC=CC=2)(C2C=CC=CC=2)C2C=CC=CC=2)(C2C=CC=CC=2)C2C=CC=CC=2)=CC=1. The product is [Cl:15][C:4]1[CH:3]=[C:2]([CH:22]=[CH2:23])[CH:14]=[CH:13][C:5]=1[C:6]([O:8][C:9]([CH3:12])([CH3:11])[CH3:10])=[O:7]. The yield is 0.460. (4) The yield is 0.980. The catalyst is CO. The product is [F:1][C:2]1[C:7]2[O:8][CH2:9][O:10][C:6]=2[CH:5]=[C:4]([CH2:11][OH:12])[CH:3]=1. The reactants are [F:1][C:2]1[C:7]2[O:8][CH2:9][O:10][C:6]=2[CH:5]=[C:4]([CH:11]=[O:12])[CH:3]=1.[BH4-].[Na+]. (5) The reactants are [F:1][CH:2]([F:30])[O:3][C:4]1[CH:29]=[CH:28][C:7]([CH2:8][NH:9][C:10]2[CH2:14][CH:13]([CH2:15][O:16][C:17]3[CH:18]=[C:19]4[C:24](=[CH:25][CH:26]=3)[NH:23][C:22](=[O:27])[CH2:21][CH2:20]4)[O:12][N:11]=2)=[CH:6][CH:5]=1.N1C=CN=C1.II. The catalyst is C1(C)C=CC=CC=1.C(OCC)(=O)C. The product is [F:30][CH:2]([F:1])[O:3][C:4]1[CH:5]=[CH:6][C:7]([CH2:8][NH:9][C:10]2[CH:14]=[C:13]([CH2:15][O:16][C:17]3[CH:18]=[C:19]4[C:24](=[CH:25][CH:26]=3)[NH:23][C:22](=[O:27])[CH:21]=[CH:20]4)[O:12][N:11]=2)=[CH:28][CH:29]=1. The yield is 0.230. (6) The reactants are [Cl:1][C:2]1[CH:17]=[C:16]([CH:18]=O)[CH:15]=[CH:14][C:3]=1[O:4][C:5]1[CH:6]=[CH:7][C:8]([C:11]([NH2:13])=[O:12])=[N:9][CH:10]=1.[CH2:20]([NH2:25])[CH2:21][CH2:22][CH2:23][CH3:24]. No catalyst specified. The product is [Cl:1][C:2]1[CH:17]=[C:16]([CH2:18][NH:25][CH2:20][CH2:21][CH2:22][CH2:23][CH3:24])[CH:15]=[CH:14][C:3]=1[O:4][C:5]1[CH:6]=[CH:7][C:8]([C:11]([NH2:13])=[O:12])=[N:9][CH:10]=1. The yield is 0.643. (7) The reactants are [N+:1]([C:4]1[CH:9]=[CH:8][C:7]([CH:10]2[CH2:15][CH2:14][C:13](=[O:16])[CH2:12][CH2:11]2)=[CH:6][CH:5]=1)([O-])=O.[Cl-].[NH4+]. The catalyst is C(O)C.O.[Fe]. The product is [NH2:1][C:4]1[CH:5]=[CH:6][C:7]([CH:10]2[CH2:11][CH2:12][C:13](=[O:16])[CH2:14][CH2:15]2)=[CH:8][CH:9]=1. The yield is 0.630.